From a dataset of Full USPTO retrosynthesis dataset with 1.9M reactions from patents (1976-2016). Predict the reactants needed to synthesize the given product. Given the product [F:1][C:2]1[CH:3]=[N:4][N:5]([C:7]2[N:12]=[C:11]([OH:13])[C:10]([C:14]([NH:48][C@@H:49]([C:62]3[CH:63]=[CH:64][C:65]([F:68])=[CH:66][CH:67]=3)[C:50]3[CH:55]=[CH:54][C:53]([P:56]([CH3:61])(=[O:60])[O:57][CH2:58][CH3:59])=[CH:52][CH:51]=3)=[O:16])=[CH:9][N:8]=2)[CH:6]=1, predict the reactants needed to synthesize it. The reactants are: [F:1][C:2]1[CH:3]=[N:4][N:5]([C:7]2[N:12]=[C:11]([OH:13])[C:10]([C:14]([OH:16])=O)=[CH:9][N:8]=2)[CH:6]=1.CCN(CC)CC.CN(C(ON1N=NC2C=CC=NC1=2)=[N+](C)C)C.F[P-](F)(F)(F)(F)F.[NH2:48][C@@H:49]([C:62]1[CH:67]=[CH:66][C:65]([F:68])=[CH:64][CH:63]=1)[C:50]1[CH:55]=[CH:54][C:53]([P:56]([CH3:61])(=[O:60])[O:57][CH2:58][CH3:59])=[CH:52][CH:51]=1.